This data is from Full USPTO retrosynthesis dataset with 1.9M reactions from patents (1976-2016). The task is: Predict the reactants needed to synthesize the given product. (1) The reactants are: [OH:1][C:2]1[CH:7]=[CH:6][N:5]=[CH:4][CH:3]=1.[CH2:8]([O:10][C:11](=[O:20])[CH:12](Br)[C:13]1[CH:14]=[N:15][CH:16]=[CH:17][CH:18]=1)[CH3:9]. Given the product [CH2:8]([O:10][C:11](=[O:20])[CH:12]([C:13]1[CH:14]=[N:15][CH:16]=[CH:17][CH:18]=1)[O:1][C:2]1[CH:7]=[CH:6][N:5]=[CH:4][CH:3]=1)[CH3:9], predict the reactants needed to synthesize it. (2) Given the product [F:17][C:2]([F:1])([CH2:10][C:11]1[CH:16]=[CH:15][CH:14]=[CH:13][CH:12]=1)[CH2:3][N:4]1[CH2:8][CH2:7][CH:6]([NH:9][C:28]2[N:33]=[CH:32][N:31]=[C:30]3[NH:34][N:35]=[CH:36][C:29]=23)[CH2:5]1, predict the reactants needed to synthesize it. The reactants are: [F:1][C:2]([F:17])([CH2:10][C:11]1[CH:16]=[CH:15][CH:14]=[CH:13][CH:12]=1)[CH2:3][N:4]1[CH2:8][CH2:7][CH:6]([NH2:9])[CH2:5]1.CCN(C(C)C)C(C)C.Cl[C:28]1[N:33]=[CH:32][N:31]=[C:30]2[N:34](C3CCCCO3)[N:35]=[CH:36][C:29]=12.